Dataset: Forward reaction prediction with 1.9M reactions from USPTO patents (1976-2016). Task: Predict the product of the given reaction. (1) Given the reactants [C:1]([O:5][C:6]([NH:8][C:9]1[S:10][CH:11]=[C:12](/[C:14](=[N:29]/[O:30][C:31]2([C:34]([O:36][CH:37]([C:44]3[CH:49]=[CH:48][CH:47]=[CH:46][CH:45]=3)[C:38]3[CH:43]=[CH:42][CH:41]=[CH:40][CH:39]=3)=[O:35])[CH2:33][CH2:32]2)/[C:15]([NH:17][C@@H:18]2[C:21](=[O:22])[NH:20][C@@H:19]2[CH2:23]OS(C)(=O)=O)=[O:16])[N:13]=1)=[O:7])([CH3:4])([CH3:3])[CH3:2].[Na+].[I-].[N-:52]=[N+:53]=[N-:54].[Na+], predict the reaction product. The product is: [N:52]([CH2:23][C@@H:19]1[C@H:18]([NH:17][C:15](=[O:16])/[C:14](=[N:29]\[O:30][C:31]2([C:34]([O:36][CH:37]([C:44]3[CH:49]=[CH:48][CH:47]=[CH:46][CH:45]=3)[C:38]3[CH:43]=[CH:42][CH:41]=[CH:40][CH:39]=3)=[O:35])[CH2:32][CH2:33]2)/[C:12]2[N:13]=[C:9]([NH:8][C:6]([O:5][C:1]([CH3:2])([CH3:3])[CH3:4])=[O:7])[S:10][CH:11]=2)[C:21](=[O:22])[NH:20]1)=[N+:53]=[N-:54]. (2) Given the reactants [Br:1][C:2]1[CH:7]=[C:6]([Cl:8])[CH:5]=[CH:4][C:3]=1[F:9].C([N-]C(C)C)(C)C.[Li+].CN(C)[CH:20]=[O:21], predict the reaction product. The product is: [Br:1][C:2]1[C:3]([F:9])=[CH:4][CH:5]=[C:6]([Cl:8])[C:7]=1[CH:20]=[O:21]. (3) The product is: [C:1]([O:4][C:5]1[C:10]([CH:11]([CH3:13])[CH3:12])=[CH:9][C:8]([OH:14])=[CH:7][C:6]=1[C:18]([CH3:19])([CH3:20])[CH3:21])(=[O:3])[CH3:2]. Given the reactants [C:1]([O:4][C:5]1[C:10]([CH:11]([CH3:13])[CH3:12])=[CH:9][C:8]([O:14]C(=O)C)=[CH:7][C:6]=1[C:18]([CH3:21])([CH3:20])[CH3:19])(=[O:3])[CH3:2].Cl, predict the reaction product. (4) The product is: [CH3:1][O:2][C:3]1[CH:41]=[C:40]([O:42][CH3:43])[CH:39]=[CH:38][C:4]=1[CH2:5][NH:6][C:7]1[CH:14]=[CH:13][C:10]([C:11]#[N:12])=[CH:9][C:8]=1[NH:15][C:16]1[N:21]=[C:20]([NH:22][C@H:23]2[C:32]3[C:27](=[C:28]([F:34])[CH:29]=[C:30]([F:33])[CH:31]=3)[O:26][CH2:25][CH2:24]2)[C:19]([NH2:35])=[CH:18][N:17]=1. Given the reactants [CH3:1][O:2][C:3]1[CH:41]=[C:40]([O:42][CH3:43])[CH:39]=[CH:38][C:4]=1[CH2:5][NH:6][C:7]1[CH:14]=[CH:13][C:10]([C:11]#[N:12])=[CH:9][C:8]=1[NH:15][C:16]1[N:21]=[C:20]([NH:22][C@H:23]2[C:32]3[C:27](=[C:28]([F:34])[CH:29]=[C:30]([F:33])[CH:31]=3)[O:26][CH2:25][CH2:24]2)[C:19]([N+:35]([O-])=O)=[CH:18][N:17]=1.S(S([O-])=O)([O-])=O.[Na+].[Na+].C(=O)(O)[O-].[Na+].CO, predict the reaction product. (5) Given the reactants [F:1][C:2]([F:13])([F:12])[C:3]1[CH:8]=[CH:7][CH:6]=[CH:5][C:4]=1[CH2:9][C:10]#[N:11].C1OCCOCCOCCOCCOCCOC1.[C:32]([O:36][CH3:37])(=[O:35])[CH:33]=[CH2:34], predict the reaction product. The product is: [C:10]([CH:9]([C:4]1[CH:5]=[CH:6][CH:7]=[CH:8][C:3]=1[C:2]([F:12])([F:13])[F:1])[CH2:34][CH2:33][C:32]([O:36][CH3:37])=[O:35])#[N:11]. (6) The product is: [Br:12][CH:8]([C:4]1[CH:5]=[CH:6][CH:7]=[C:2]([Br:1])[CH:3]=1)[C:9]([OH:11])=[O:10]. Given the reactants [Br:1][C:2]1[CH:3]=[C:4]([CH2:8][C:9]([OH:11])=[O:10])[CH:5]=[CH:6][CH:7]=1.[Br:12]N1C(=O)CCC1=O, predict the reaction product. (7) The product is: [Si:1]([O:8][C:9]1[CH:14]=[C:13]([O:15][Si:16]([C:19]([CH3:20])([CH3:21])[CH3:22])([CH3:18])[CH3:17])[CH:12]=[CH:11][C:10]=1[C@H:23]1[CH2:24][CH2:25][C@H:26]([NH:29][S:42]([CH3:41])(=[O:44])=[O:43])[CH2:27][CH2:28]1)([C:4]([CH3:5])([CH3:6])[CH3:7])([CH3:3])[CH3:2]. Given the reactants [Si:1]([O:8][C:9]1[CH:14]=[C:13]([O:15][Si:16]([C:19]([CH3:22])([CH3:21])[CH3:20])([CH3:18])[CH3:17])[CH:12]=[CH:11][C:10]=1[C@H:23]1[CH2:28][CH2:27][C@H:26]([NH2:29])[CH2:25][CH2:24]1)([C:4]([CH3:7])([CH3:6])[CH3:5])([CH3:3])[CH3:2].ClCCCl.C(N(CC)CC)C.[CH3:41][S:42](Cl)(=[O:44])=[O:43], predict the reaction product.